This data is from Catalyst prediction with 721,799 reactions and 888 catalyst types from USPTO. The task is: Predict which catalyst facilitates the given reaction. (1) Reactant: N[C:2]1[CH:10]=[CH:9][C:5]([C:6]([OH:8])=[O:7])=[C:4]([C:11]([F:14])([F:13])[F:12])[CH:3]=1.S(=O)(=O)(O)O.N([O-])=O.[Na+].[I-:24].[K+]. Product: [I:24][C:2]1[CH:10]=[CH:9][C:5]([C:6]([OH:8])=[O:7])=[C:4]([C:11]([F:14])([F:13])[F:12])[CH:3]=1. The catalyst class is: 6. (2) Reactant: C[O:2][C:3](=[O:29])[C:4]1[CH:9]=[CH:8][C:7]([C:10]2[O:14][N:13]=[C:12]([CH3:15])[C:11]=2[NH:16][C:17]([O:19][CH:20]([C:22]2[CH:27]=[CH:26][CH:25]=[CH:24][C:23]=2[Cl:28])[CH3:21])=[O:18])=[CH:6][CH:5]=1.[Li+].[OH-]. Product: [Cl:28][C:23]1[CH:24]=[CH:25][CH:26]=[CH:27][C:22]=1[CH:20]([O:19][C:17]([NH:16][C:11]1[C:12]([CH3:15])=[N:13][O:14][C:10]=1[C:7]1[CH:6]=[CH:5][C:4]([C:3]([OH:29])=[O:2])=[CH:9][CH:8]=1)=[O:18])[CH3:21]. The catalyst class is: 731. (3) Reactant: [O:1]1[CH:5]=[CH:4][CH:3]=[C:2]1[C:6]1[CH:19]=[C:9]2[N:10]=[C:11](S(C)(=O)=O)[N:12]=[C:13]([NH2:14])[N:8]2[N:7]=1.[NH:20]1[CH2:25][CH2:24][NH:23][CH2:22][CH2:21]1. Product: [O:1]1[CH:5]=[CH:4][CH:3]=[C:2]1[C:6]1[CH:19]=[C:9]2[N:10]=[C:11]([N:20]3[CH2:25][CH2:24][NH:23][CH2:22][CH2:21]3)[N:12]=[C:13]([NH2:14])[N:8]2[N:7]=1. The catalyst class is: 23.